Dataset: Reaction yield outcomes from USPTO patents with 853,638 reactions. Task: Predict the reaction yield, written as a fraction of the theoretical maximum amount of product (1.0 means a 100% yield; for example, 0.34 means a 34% yield). (1) The reactants are [CH3:1][C:2]1([C:14]([O:16][CH2:17][CH2:18][CH2:19][CH3:20])=[O:15])[O:11][C:10]([CH3:13])([CH3:12])[CH2:9][C:4]2(OCC[O:5]2)[CH2:3]1. The catalyst is CC(C)=O.Cl. The product is [CH3:1][C:2]1([C:14]([O:16][CH2:17][CH2:18][CH2:19][CH3:20])=[O:15])[CH2:3][C:4](=[O:5])[CH2:9][C:10]([CH3:12])([CH3:13])[O:11]1. The yield is 0.735. (2) The reactants are [CH:1]([O:4][C:5]([N:7]1[CH2:12][CH2:11][CH:10]([OH:13])[CH2:9][CH2:8]1)=[O:6])([CH3:3])[CH3:2].[Cl:14][C:15]1[C:20]([CH3:21])=[C:19](Cl)[N:18]=[CH:17][N:16]=1. The catalyst is C1COCC1.CC(C)([O-])C.[K+]. The product is [CH:1]([O:4][C:5]([N:7]1[CH2:8][CH2:9][CH:10]([O:13][C:19]2[C:20]([CH3:21])=[C:15]([Cl:14])[N:16]=[CH:17][N:18]=2)[CH2:11][CH2:12]1)=[O:6])([CH3:3])[CH3:2]. The yield is 0.980. (3) The reactants are I[CH2:2][CH3:3].[CH3:4][C@H:5]1[CH2:14][CH2:13][C:12]2[C:7](=[CH:8][CH:9]=[C:10]([CH:19]3[CH2:24][CH2:23][NH:22][CH2:21][CH2:20]3)[C:11]=2[O:15][CH2:16][CH2:17][CH3:18])[N:6]1[C:25](=[O:27])[CH3:26].C(=O)([O-])[O-].[K+].[K+]. The catalyst is CN(C=O)C. The product is [CH2:2]([N:22]1[CH2:23][CH2:24][CH:19]([C:10]2[C:11]([O:15][CH2:16][CH2:17][CH3:18])=[C:12]3[C:7](=[CH:8][CH:9]=2)[N:6]([C:25](=[O:27])[CH3:26])[C@@H:5]([CH3:4])[CH2:14][CH2:13]3)[CH2:20][CH2:21]1)[CH3:3]. The yield is 0.510. (4) The reactants are [Br:1][C:2]1[CH:7]=[CH:6][C:5]([S:8][C:9]2[C:17]3[C:16](=[O:18])[CH2:15][C:14]([CH3:20])([CH3:19])[CH2:13][C:12]=3[N:11]([CH2:21][C:22]([O:24][CH2:25][CH3:26])=[O:23])[C:10]=2[CH3:27])=[C:4]([S:28](Cl)(=[O:30])=[O:29])[CH:3]=1.[NH:32]1[CH2:36][CH2:35][CH2:34][CH2:33]1. The catalyst is ClCCl. The product is [Br:1][C:2]1[CH:7]=[CH:6][C:5]([S:8][C:9]2[C:17]3[C:16](=[O:18])[CH2:15][C:14]([CH3:20])([CH3:19])[CH2:13][C:12]=3[N:11]([CH2:21][C:22]([O:24][CH2:25][CH3:26])=[O:23])[C:10]=2[CH3:27])=[C:4]([S:28]([N:32]2[CH2:36][CH2:35][CH2:34][CH2:33]2)(=[O:30])=[O:29])[CH:3]=1. The yield is 0.00300. (5) The reactants are [F:1][C:2]1[CH:7]=[CH:6][CH:5]=[CH:4][C:3]=1[O:8][CH3:9].C1N2CN3CN(C2)CN1C3.FC(F)(F)[C:22](O)=[O:23]. No catalyst specified. The product is [F:1][C:2]1[CH:7]=[C:6]([CH:5]=[CH:4][C:3]=1[O:8][CH3:9])[CH:22]=[O:23]. The yield is 0.540. (6) The reactants are I.[NH2:2][C:3]1[C:4]([C:11]([NH:13][C:14](=[NH:17])SC)=[O:12])=[N:5][C:6]([Cl:10])=[C:7]([NH2:9])[N:8]=1.[NH2:18][CH2:19][CH2:20][CH2:21][CH2:22][C:23]1[CH:39]=[CH:38][C:26]([O:27][CH2:28][C:29]([NH:31][CH2:32][CH2:33][CH2:34][N:35]([CH3:37])[CH3:36])=[O:30])=[CH:25][CH:24]=1.CCN(C(C)C)C(C)C. The catalyst is C(O)C. The product is [NH2:2][C:3]1[C:4]([C:11]([N:13]=[C:14]([NH2:17])[NH:18][CH2:19][CH2:20][CH2:21][CH2:22][C:23]2[CH:39]=[CH:38][C:26]([O:27][CH2:28][C:29]([NH:31][CH2:32][CH2:33][CH2:34][N:35]([CH3:37])[CH3:36])=[O:30])=[CH:25][CH:24]=2)=[O:12])=[N:5][C:6]([Cl:10])=[C:7]([NH2:9])[N:8]=1. The yield is 0.560. (7) The reactants are I[C:2]1[C:3]2[NH:16][CH:15]=[CH:14][C:4]=2[C:5]2[C:10]([CH:11]=1)=[N:9][C:8]([NH2:12])=[N:7][C:6]=2[NH2:13].[F:17][C:18]([F:33])([F:32])[C:19]1[CH:20]=[C:21](B(O)O)[CH:22]=[C:23]([C:25]([F:28])([F:27])[F:26])[CH:24]=1.C(=O)(O)[O-].[Na+]. The catalyst is COCCOC.C(O)C.C1C=CC(P(C2C=CC=CC=2)C2C=CC=CC=2)=CC=1.C1C=CC(P(C2C=CC=CC=2)C2C=CC=CC=2)=CC=1.C1C=CC(P(C2C=CC=CC=2)C2C=CC=CC=2)=CC=1.C1C=CC(P(C2C=CC=CC=2)C2C=CC=CC=2)=CC=1.[Pd]. The product is [F:17][C:18]([F:32])([F:33])[C:19]1[CH:20]=[C:21]([C:2]2[C:3]3[NH:16][CH:15]=[CH:14][C:4]=3[C:5]3[C:10]([CH:11]=2)=[N:9][C:8]([NH2:12])=[N:7][C:6]=3[NH2:13])[CH:22]=[C:23]([C:25]([F:26])([F:27])[F:28])[CH:24]=1. The yield is 0.535. (8) The catalyst is O1CCCC1. The reactants are [NH2:1][C:2]1[CH:32]=[C:31]([F:33])[CH:30]=[CH:29][C:3]=1[CH2:4][NH:5][C:6]([C:8]1[N:9]=[C:10]2[N:15]([C:16](=[O:26])[C:17]=1[O:18][CH2:19][C:20]1[CH:25]=[CH:24][CH:23]=[CH:22][CH:21]=1)[CH2:14][CH2:13][O:12][C:11]2([CH3:28])[CH3:27])=[O:7].[C:34](Cl)(=[O:36])[CH3:35].C(N(C(C)C)CC)(C)C.C([O-])(O)=O.[Na+]. The product is [C:34]([NH:1][C:2]1[CH:32]=[C:31]([F:33])[CH:30]=[CH:29][C:3]=1[CH2:4][NH:5][C:6]([C:8]1[N:9]=[C:10]2[N:15]([C:16](=[O:26])[C:17]=1[O:18][CH2:19][C:20]1[CH:25]=[CH:24][CH:23]=[CH:22][CH:21]=1)[CH2:14][CH2:13][O:12][C:11]2([CH3:28])[CH3:27])=[O:7])(=[O:36])[CH3:35]. The yield is 0.690.